Regression/Classification. Given a drug SMILES string, predict its toxicity properties. Task type varies by dataset: regression for continuous values (e.g., LD50, hERG inhibition percentage) or binary classification for toxic/non-toxic outcomes (e.g., AMES mutagenicity, cardiotoxicity, hepatotoxicity). Dataset: herg_karim. From a dataset of hERG potassium channel inhibition data for cardiac toxicity prediction from Karim et al.. The compound is Cn1nc(-c2ccncc2)cc1NC(=O)[C@H](Cc1ccccc1)NCC(=O)O. The result is 0 (non-blocker).